Dataset: Full USPTO retrosynthesis dataset with 1.9M reactions from patents (1976-2016). Task: Predict the reactants needed to synthesize the given product. (1) Given the product [CH:16]1[CH:17]=[CH:18][C:13]([C@@H:19]2[N:20]([C:1]([O:39][C@@H:33]3[CH:34]4[CH2:37][CH2:38][N:31]([CH2:36][CH2:35]4)[CH2:32]3)=[O:2])[CH2:21][CH2:22][C:23]3[CH:24]=[CH:25][CH:26]=[CH:27][C:28]2=3)=[CH:14][CH:15]=1, predict the reactants needed to synthesize it. The reactants are: [C:1](N1C=CN=C1)(N1C=CN=C1)=[O:2].[C:13]1([C@H:19]2[C:28]3[C:23](=[CH:24][CH:25]=[CH:26][CH:27]=3)[CH2:22][CH2:21][NH:20]2)[CH:18]=[CH:17][CH:16]=[CH:15][CH:14]=1.[H-].[Na+].[N:31]12[CH2:38][CH2:37][CH:34]([CH2:35][CH2:36]1)[C@@H:33]([OH:39])[CH2:32]2. (2) Given the product [CH:34]1([NH:30][C:22]([C:9]2[C:10]3[CH2:11][CH2:12][CH:13]([C:16]4[CH:21]=[CH:20][CH:19]=[CH:18][CH:17]=4)[O:14][C:15]=3[C:4]3[N:3]=[C:2]([CH3:1])[N:6]([CH3:7])[C:5]=3[CH:8]=2)=[O:23])[CH2:35][CH2:36]1, predict the reactants needed to synthesize it. The reactants are: [CH3:1][C:2]1[N:6]([CH3:7])[C:5]2[CH:8]=[C:9]([C:22](O)=[O:23])[C:10]3[CH2:11][CH2:12][CH:13]([C:16]4[CH:21]=[CH:20][CH:19]=[CH:18][CH:17]=4)[O:14][C:15]=3[C:4]=2[N:3]=1.F[B-](F)(F)F.[N:30]1(OC(N(C)C)=[N+](C)C)[C:34]2[CH:35]=[CH:36][CH:36]=[CH:35][C:34]=2[N:30]=N1.C1(N)CC1.O. (3) Given the product [F:10][C:4]1[CH:5]=[C:6]([CH2:8][OH:9])[CH:7]=[C:2]([F:1])[C:3]=1[C:11]1[N:16]=[C:15]([C:17]([NH:19][C:20]2[CH:21]=[N:22][CH:23]=[CH:24][C:25]=2[C@@H:26]2[CH2:31][C@H:30]([CH3:32])[CH2:29][C@H:28]([NH:33][C:34](=[O:40])[O:35][C:36]([CH3:38])([CH3:37])[CH3:39])[CH2:27]2)=[O:18])[CH:14]=[CH:13][C:12]=1[F:41], predict the reactants needed to synthesize it. The reactants are: [F:1][C:2]1[CH:7]=[C:6]([CH:8]=[O:9])[CH:5]=[C:4]([F:10])[C:3]=1[C:11]1[N:16]=[C:15]([C:17]([NH:19][C:20]2[CH:21]=[N:22][CH:23]=[CH:24][C:25]=2[C@@H:26]2[CH2:31][C@H:30]([CH3:32])[CH2:29][C@H:28]([NH:33][C:34](=[O:40])[O:35][C:36]([CH3:39])([CH3:38])[CH3:37])[CH2:27]2)=[O:18])[CH:14]=[CH:13][C:12]=1[F:41].[BH4-].[Na+].O.